Dataset: NCI-60 drug combinations with 297,098 pairs across 59 cell lines. Task: Regression. Given two drug SMILES strings and cell line genomic features, predict the synergy score measuring deviation from expected non-interaction effect. (1) Drug 1: CC1=C2C(C(=O)C3(C(CC4C(C3C(C(C2(C)C)(CC1OC(=O)C(C(C5=CC=CC=C5)NC(=O)C6=CC=CC=C6)O)O)OC(=O)C7=CC=CC=C7)(CO4)OC(=O)C)O)C)OC(=O)C. Drug 2: C1CCC(C(C1)N)N.C(=O)(C(=O)[O-])[O-].[Pt+4]. Cell line: OVCAR-5. Synergy scores: CSS=63.8, Synergy_ZIP=-0.402, Synergy_Bliss=-2.62, Synergy_Loewe=-5.17, Synergy_HSA=1.11. (2) Drug 2: C1CCN(CC1)CCOC2=CC=C(C=C2)C(=O)C3=C(SC4=C3C=CC(=C4)O)C5=CC=C(C=C5)O. Synergy scores: CSS=32.5, Synergy_ZIP=0.515, Synergy_Bliss=-1.32, Synergy_Loewe=-1.57, Synergy_HSA=-1.50. Cell line: HOP-92. Drug 1: C1CN1C2=NC(=NC(=N2)N3CC3)N4CC4. (3) Drug 1: CC(C)CN1C=NC2=C1C3=CC=CC=C3N=C2N. Drug 2: CC1CCCC2(C(O2)CC(NC(=O)CC(C(C(=O)C(C1O)C)(C)C)O)C(=CC3=CSC(=N3)C)C)C. Cell line: OVCAR-4. Synergy scores: CSS=38.3, Synergy_ZIP=4.31, Synergy_Bliss=0.0941, Synergy_Loewe=-12.6, Synergy_HSA=-1.86. (4) Drug 1: CCCS(=O)(=O)NC1=C(C(=C(C=C1)F)C(=O)C2=CNC3=C2C=C(C=N3)C4=CC=C(C=C4)Cl)F. Drug 2: COCCOC1=C(C=C2C(=C1)C(=NC=N2)NC3=CC=CC(=C3)C#C)OCCOC.Cl. Cell line: OVCAR3. Synergy scores: CSS=15.7, Synergy_ZIP=-0.0887, Synergy_Bliss=3.39, Synergy_Loewe=-2.32, Synergy_HSA=2.36. (5) Drug 1: C1=NC2=C(N1)C(=S)N=C(N2)N. Drug 2: CN(CC1=CN=C2C(=N1)C(=NC(=N2)N)N)C3=CC=C(C=C3)C(=O)NC(CCC(=O)O)C(=O)O. Cell line: MDA-MB-435. Synergy scores: CSS=11.4, Synergy_ZIP=-5.59, Synergy_Bliss=-6.05, Synergy_Loewe=-9.52, Synergy_HSA=-7.67.